Predict the reaction yield, written as a fraction of the theoretical maximum amount of product (1.0 means a 100% yield; for example, 0.34 means a 34% yield). From a dataset of Reaction yield outcomes from USPTO patents with 853,638 reactions. The reactants are [CH3:1][S:2][C:3]1[CH:8]=[C:7]([C:9]2[S:10][C:11]3[CH:19]=[CH:18][CH:17]=[CH:16][C:12]=3[C:13](=[O:15])[N:14]=2)[CH:6]=[CH:5][N:4]=1.ClC1C=CC=C(C(OO)=[O:28])C=1. The catalyst is C(Cl)(Cl)Cl. The product is [CH3:1][S:2]([C:3]1[CH:8]=[C:7]([C:9]2[S:10][C:11]3[CH:19]=[CH:18][CH:17]=[CH:16][C:12]=3[C:13](=[O:15])[N:14]=2)[CH:6]=[CH:5][N:4]=1)=[O:28]. The yield is 0.320.